The task is: Predict the product of the given reaction.. This data is from Forward reaction prediction with 1.9M reactions from USPTO patents (1976-2016). (1) Given the reactants [C:1]12[C:14](=[O:15])[O:13][C:11](=[O:12])[C:9]3=[C:10]1[C:5](=[CH:6][CH:7]=[CH:8]3)[CH:4]=[CH:3][CH:2]=2.[H][H].C(OCC)(=[O:20])C, predict the reaction product. The product is: [CH:1]1([C:14]([OH:13])=[O:15])[C:10]2[C:5](=[CH:6][CH:7]=[CH:8][C:9]=2[C:11]([OH:20])=[O:12])[CH2:4][CH2:3][CH2:2]1. (2) Given the reactants [Cl:1][C:2]1[CH:7]=[CH:6][C:5]([C:8]2([CH3:19])[C:13]3[CH:14]=[CH:15][CH:16]=[CH:17][C:12]=3[NH:11][C:10](=[O:18])[O:9]2)=[CH:4][CH:3]=1.C(O)(=O)C.S(=O)(=O)(O)O.[N+:29]([O-])([OH:31])=[O:30], predict the reaction product. The product is: [Cl:1][C:2]1[CH:3]=[CH:4][C:5]([C:8]2([CH3:19])[C:13]3[CH:14]=[C:15]([N+:29]([O-:31])=[O:30])[CH:16]=[CH:17][C:12]=3[NH:11][C:10](=[O:18])[O:9]2)=[CH:6][CH:7]=1. (3) Given the reactants [C:1]([CH:4]([C:12](=O)[CH3:13])[CH:5]([C:9](=[O:11])[CH3:10])[C:6](=O)[CH3:7])(=[O:3])[CH3:2].[CH3:15][O:16][C:17]1[CH:23]=[C:22]([O:24][CH3:25])[CH:21]=[CH:20][C:18]=1[NH2:19], predict the reaction product. The product is: [C:9]([C:5]1[C:4]([C:1](=[O:3])[CH3:2])=[C:12]([CH3:13])[N:19]([C:18]2[CH:20]=[CH:21][C:22]([O:24][CH3:25])=[CH:23][C:17]=2[O:16][CH3:15])[C:6]=1[CH3:7])(=[O:11])[CH3:10]. (4) Given the reactants C(P(C(C)(C)C)C1C=CC=CC=1C1C=CC=CC=1)(C)(C)C.[C:22]([O:26][C:27]([N:29]1[CH2:47][CH2:46][N:32]2[C:33](=[O:45])[C:34]3[C:39]([C@@H:31]2[CH2:30]1)=[CH:38][C:37](Br)=[CH:36][C:35]=3[C:41]([F:44])([F:43])[F:42])=[O:28])([CH3:25])([CH3:24])[CH3:23].[NH2:48][C:49]1[CH:54]=[CH:53][CH:52]=[CH:51][CH:50]=1.CC(C)([O-])C.[Na+], predict the reaction product. The product is: [C:22]([O:26][C:27]([N:29]1[CH2:47][CH2:46][N:32]2[C:33](=[O:45])[C:34]3[C:39]([C@@H:31]2[CH2:30]1)=[CH:38][C:37]([NH:48][C:49]1[CH:54]=[CH:53][CH:52]=[CH:51][CH:50]=1)=[CH:36][C:35]=3[C:41]([F:44])([F:43])[F:42])=[O:28])([CH3:25])([CH3:24])[CH3:23]. (5) Given the reactants [NH2:1][C:2]1[CH:3]=[CH:4][C:5]2[C:11](=[O:12])[N:10]([CH2:13][CH3:14])[CH2:9][CH2:8][NH:7][C:6]=2[CH:15]=1.Cl[C:17]1[N:22]=[C:21]([NH:23][C:24]2[C:33]([F:34])=[CH:32][CH:31]=[CH:30][C:25]=2[C:26]([NH:28][CH3:29])=[O:27])[C:20]([Cl:35])=[CH:19][N:18]=1.C12(CS(O)(=O)=O)C(C)(C)C(CC1)CC2=O.C(O)(C)C, predict the reaction product. The product is: [Cl:35][C:20]1[C:21]([NH:23][C:24]2[C:33]([F:34])=[CH:32][CH:31]=[CH:30][C:25]=2[C:26]([NH:28][CH3:29])=[O:27])=[N:22][C:17]([NH:1][C:2]2[CH:3]=[CH:4][C:5]3[C:11](=[O:12])[N:10]([CH2:13][CH3:14])[CH2:9][CH2:8][NH:7][C:6]=3[CH:15]=2)=[N:18][CH:19]=1. (6) The product is: [CH3:1][O:2][C:3](=[O:12])[C:4]1[CH:9]=[C:8]([Cl:10])[CH:7]=[N:6][C:5]=1[NH:20][CH2:19][C:18]1[CH:21]=[CH:22][C:15]([O:14][CH3:13])=[CH:16][CH:17]=1. Given the reactants [CH3:1][O:2][C:3](=[O:12])[C:4]1[CH:9]=[C:8]([Cl:10])[CH:7]=[N:6][C:5]=1Cl.[CH3:13][O:14][C:15]1[CH:22]=[CH:21][C:18]([CH2:19][NH2:20])=[CH:17][CH:16]=1, predict the reaction product. (7) Given the reactants C(=O)([O-])[O-].[K+].[K+].[CH2:7](Br)[C:8]1[CH:13]=[CH:12][CH:11]=[CH:10][CH:9]=1.CN(C)C=O.[OH:20][C:21]1[C:22]([CH:31]=[O:32])=[CH:23][C:24]2[O:29][CH2:28][CH2:27][O:26][C:25]=2[CH:30]=1, predict the reaction product. The product is: [CH2:7]([O:20][C:21]1[C:22]([CH:31]=[O:32])=[CH:23][C:24]2[O:29][CH2:28][CH2:27][O:26][C:25]=2[CH:30]=1)[C:8]1[CH:13]=[CH:12][CH:11]=[CH:10][CH:9]=1.